Regression. Given two drug SMILES strings and cell line genomic features, predict the synergy score measuring deviation from expected non-interaction effect. From a dataset of NCI-60 drug combinations with 297,098 pairs across 59 cell lines. (1) Drug 1: CCC1(CC2CC(C3=C(CCN(C2)C1)C4=CC=CC=C4N3)(C5=C(C=C6C(=C5)C78CCN9C7C(C=CC9)(C(C(C8N6C)(C(=O)OC)O)OC(=O)C)CC)OC)C(=O)OC)O.OS(=O)(=O)O. Drug 2: CC=C1C(=O)NC(C(=O)OC2CC(=O)NC(C(=O)NC(CSSCCC=C2)C(=O)N1)C(C)C)C(C)C. Cell line: SF-268. Synergy scores: CSS=62.3, Synergy_ZIP=3.54, Synergy_Bliss=2.85, Synergy_Loewe=-32.5, Synergy_HSA=-2.12. (2) Drug 1: CN1CCC(CC1)COC2=C(C=C3C(=C2)N=CN=C3NC4=C(C=C(C=C4)Br)F)OC. Drug 2: C1=CC=C(C(=C1)C(C2=CC=C(C=C2)Cl)C(Cl)Cl)Cl. Cell line: ACHN. Synergy scores: CSS=20.9, Synergy_ZIP=-2.91, Synergy_Bliss=6.49, Synergy_Loewe=-12.3, Synergy_HSA=6.91. (3) Drug 1: CC1=C2C(C(=O)C3(C(CC4C(C3C(C(C2(C)C)(CC1OC(=O)C(C(C5=CC=CC=C5)NC(=O)OC(C)(C)C)O)O)OC(=O)C6=CC=CC=C6)(CO4)OC(=O)C)O)C)O. Drug 2: C1C(C(OC1N2C=NC3=C2NC=NCC3O)CO)O. Cell line: OVCAR3. Synergy scores: CSS=15.9, Synergy_ZIP=-2.72, Synergy_Bliss=-4.80, Synergy_Loewe=10.3, Synergy_HSA=-3.38. (4) Drug 1: C(CC(=O)O)C(=O)CN.Cl. Drug 2: CN(C(=O)NC(C=O)C(C(C(CO)O)O)O)N=O. Cell line: OVCAR-5. Synergy scores: CSS=1.75, Synergy_ZIP=-2.89, Synergy_Bliss=-1.99, Synergy_Loewe=-5.96, Synergy_HSA=-1.54. (5) Drug 1: CC1=C2C(C(=O)C3(C(CC4C(C3C(C(C2(C)C)(CC1OC(=O)C(C(C5=CC=CC=C5)NC(=O)OC(C)(C)C)O)O)OC(=O)C6=CC=CC=C6)(CO4)OC(=O)C)OC)C)OC. Drug 2: CC(CN1CC(=O)NC(=O)C1)N2CC(=O)NC(=O)C2. Cell line: NCI/ADR-RES. Synergy scores: CSS=7.36, Synergy_ZIP=-0.672, Synergy_Bliss=1.88, Synergy_Loewe=-1.74, Synergy_HSA=1.65. (6) Drug 1: CC1C(C(CC(O1)OC2CC(OC(C2O)C)OC3=CC4=CC5=C(C(=O)C(C(C5)C(C(=O)C(C(C)O)O)OC)OC6CC(C(C(O6)C)O)OC7CC(C(C(O7)C)O)OC8CC(C(C(O8)C)O)(C)O)C(=C4C(=C3C)O)O)O)O. Drug 2: CCN(CC)CCCC(C)NC1=C2C=C(C=CC2=NC3=C1C=CC(=C3)Cl)OC. Cell line: U251. Synergy scores: CSS=43.3, Synergy_ZIP=-2.72, Synergy_Bliss=4.12, Synergy_Loewe=-22.4, Synergy_HSA=1.60. (7) Synergy scores: CSS=-11.7, Synergy_ZIP=4.07, Synergy_Bliss=-2.32, Synergy_Loewe=-12.5, Synergy_HSA=-13.5. Drug 1: CC1=C(C=C(C=C1)C(=O)NC2=CC(=CC(=C2)C(F)(F)F)N3C=C(N=C3)C)NC4=NC=CC(=N4)C5=CN=CC=C5. Drug 2: CCCCCOC(=O)NC1=NC(=O)N(C=C1F)C2C(C(C(O2)C)O)O. Cell line: SN12C. (8) Drug 1: C1=CC(=C2C(=C1NCCNCCO)C(=O)C3=C(C=CC(=C3C2=O)O)O)NCCNCCO. Drug 2: C1CCC(CC1)NC(=O)N(CCCl)N=O. Cell line: SN12C. Synergy scores: CSS=31.0, Synergy_ZIP=-10.0, Synergy_Bliss=-14.4, Synergy_Loewe=-33.6, Synergy_HSA=-11.6. (9) Drug 1: CCCS(=O)(=O)NC1=C(C(=C(C=C1)F)C(=O)C2=CNC3=C2C=C(C=N3)C4=CC=C(C=C4)Cl)F. Drug 2: C1CC(=O)NC(=O)C1N2C(=O)C3=CC=CC=C3C2=O. Cell line: SN12C. Synergy scores: CSS=5.32, Synergy_ZIP=0.472, Synergy_Bliss=7.21, Synergy_Loewe=4.31, Synergy_HSA=4.93.